From a dataset of NCI-60 drug combinations with 297,098 pairs across 59 cell lines. Regression. Given two drug SMILES strings and cell line genomic features, predict the synergy score measuring deviation from expected non-interaction effect. (1) Drug 1: CNC(=O)C1=CC=CC=C1SC2=CC3=C(C=C2)C(=NN3)C=CC4=CC=CC=N4. Drug 2: C1CC(=O)NC(=O)C1N2CC3=C(C2=O)C=CC=C3N. Cell line: ACHN. Synergy scores: CSS=4.31, Synergy_ZIP=-2.26, Synergy_Bliss=-4.75, Synergy_Loewe=-5.68, Synergy_HSA=-4.63. (2) Drug 1: CC1C(C(CC(O1)OC2CC(OC(C2O)C)OC3=CC4=CC5=C(C(=O)C(C(C5)C(C(=O)C(C(C)O)O)OC)OC6CC(C(C(O6)C)O)OC7CC(C(C(O7)C)O)OC8CC(C(C(O8)C)O)(C)O)C(=C4C(=C3C)O)O)O)O. Drug 2: CC1CCCC2(C(O2)CC(NC(=O)CC(C(C(=O)C(C1O)C)(C)C)O)C(=CC3=CSC(=N3)C)C)C. Cell line: MDA-MB-231. Synergy scores: CSS=52.9, Synergy_ZIP=-0.343, Synergy_Bliss=-2.02, Synergy_Loewe=-1.30, Synergy_HSA=-0.717.